Predict the reaction yield, written as a fraction of the theoretical maximum amount of product (1.0 means a 100% yield; for example, 0.34 means a 34% yield). From a dataset of Reaction yield outcomes from USPTO patents with 853,638 reactions. (1) The catalyst is CN(C=O)C. The product is [Cl:1][C:2]1[CH:3]=[C:4]2[C:9](=[CH:10][C:11]=1[Cl:12])[CH:8]=[N:7][C:6]([NH:13][C:14]1[O:34][C@:26]3([CH2:25][N:24]=1)[CH:31]1[CH2:32][CH2:33][N:28]([CH2:29][CH2:30]1)[CH2:27]3)=[CH:5]2. The yield is 0.612. The reactants are [Cl:1][C:2]1[CH:3]=[C:4]2[C:9](=[CH:10][C:11]=1[Cl:12])[CH:8]=[N:7][C:6]([N:13]=[C:14]=S)=[CH:5]2.C(=O)([O-])[O-].[Cs+].[Cs+].Cl.Cl.[NH2:24][CH2:25][C@@:26]1([OH:34])[CH:31]2[CH2:32][CH2:33][N:28]([CH2:29][CH2:30]2)[CH2:27]1.C(N=C=NC(C)C)(C)C. (2) The reactants are [NH2:1][C:2]1[CH:3]=[C:4]([NH:10][S:11]([CH3:14])(=[O:13])=[O:12])[C:5]([O:8][CH3:9])=[N:6][CH:7]=1.[Cl:15][C:16]1[CH:17]=[C:18]([C:23]2[N:28]=[C:27]([CH3:29])[N:26]=[C:25]([NH2:30])[N:24]=2)[C:19](F)=[N:20][CH:21]=1.C[Si]([N-][Si](C)(C)C)(C)C.[Na+].[NH4+].[Cl-]. The catalyst is CN(C=O)C. The product is [NH2:30][C:25]1[N:26]=[C:27]([CH3:29])[N:28]=[C:23]([C:18]2[C:19]([NH:1][C:2]3[CH:3]=[C:4]([NH:10][S:11]([CH3:14])(=[O:13])=[O:12])[C:5]([O:8][CH3:9])=[N:6][CH:7]=3)=[N:20][CH:21]=[C:16]([Cl:15])[CH:17]=2)[N:24]=1. The yield is 0.230.